This data is from Forward reaction prediction with 1.9M reactions from USPTO patents (1976-2016). The task is: Predict the product of the given reaction. (1) Given the reactants [CH2:1]([N:5]([S:15]([C:18]1[CH:23]=[CH:22][C:21]([N+:24]([O-:26])=[O:25])=[CH:20][CH:19]=1)(=[O:17])=[O:16])[C@H:6]([C:12]([OH:14])=[O:13])[CH2:7][CH2:8][CH2:9][CH2:10][NH2:11])[CH:2]([CH3:4])[CH3:3].[CH3:27][O:28][C:29]1[CH:39]=[CH:38][CH:37]=[CH:36][C:30]=1/[CH:31]=[CH:32]\[C:33](O)=[O:34], predict the reaction product. The product is: [CH2:1]([N:5]([S:15]([C:18]1[CH:23]=[CH:22][C:21]([N+:24]([O-:26])=[O:25])=[CH:20][CH:19]=1)(=[O:17])=[O:16])[C@H:6]([C:12]([OH:14])=[O:13])[CH2:7][CH2:8][CH2:9][CH2:10][NH:11][C:33](=[O:34])/[CH:32]=[CH:31]\[C:30]1[CH:36]=[CH:37][CH:38]=[CH:39][C:29]=1[O:28][CH3:27])[CH:2]([CH3:4])[CH3:3]. (2) The product is: [CH:1]([N:14]1[C:22]2[C:17](=[CH:18][C:19]([Cl:23])=[CH:20][CH:21]=2)[C:16]([CH2:24][CH2:25][S:26]([C:29]2[CH:38]=[CH:37][C:32]([C:33]([OH:35])=[O:34])=[CH:31][CH:30]=2)(=[O:27])=[O:28])=[C:15]1[CH2:39][CH2:40][NH:41][S:42]([CH2:45][C:46]1[C:51]([F:52])=[CH:50][CH:49]=[CH:48][C:47]=1[F:53])(=[O:43])=[O:44])([C:2]1[CH:7]=[CH:6][CH:5]=[CH:4][CH:3]=1)[C:8]1[CH:9]=[CH:10][CH:11]=[CH:12][CH:13]=1. Given the reactants [CH:1]([N:14]1[C:22]2[C:17](=[CH:18][C:19]([Cl:23])=[CH:20][CH:21]=2)[C:16]([CH2:24][CH2:25][S:26]([C:29]2[CH:38]=[CH:37][C:32]([C:33]([O:35]C)=[O:34])=[CH:31][CH:30]=2)(=[O:28])=[O:27])=[C:15]1[CH2:39][CH2:40][NH:41][S:42]([CH2:45][C:46]1[C:51]([F:52])=[CH:50][CH:49]=[CH:48][C:47]=1[F:53])(=[O:44])=[O:43])([C:8]1[CH:13]=[CH:12][CH:11]=[CH:10][CH:9]=1)[C:2]1[CH:7]=[CH:6][CH:5]=[CH:4][CH:3]=1.C1COCC1.[OH-].[Na+], predict the reaction product.